This data is from Cav3 T-type calcium channel HTS with 100,875 compounds. The task is: Binary Classification. Given a drug SMILES string, predict its activity (active/inactive) in a high-throughput screening assay against a specified biological target. (1) The compound is O=C1n2c3c(CCCC3)cc2C(N2CCCCC2)=C1C(OCC)=O. The result is 0 (inactive). (2) The compound is Brc1c(c2oc(SCC(=O)Nc3c4c(ccc3)cccc4)nn2)cccc1. The result is 0 (inactive). (3) The molecule is S(Cc1c(onc1C)C)c1nc2c(cc1)cccc2. The result is 0 (inactive). (4) The drug is S(=O)(=O)(N1CCCC1)c1ccc(NC(=O)CCC(O)=O)cc1. The result is 0 (inactive). (5) The drug is O(C(CN(CC)CC)C)C(=O)COc1ccc(OC)cc1. The result is 0 (inactive). (6) The drug is S(=O)(=O)(CCC(=O)N(CCCC)CCCC)c1cc2n(c(=O)c(=O)n(c2cc1)C)C. The result is 0 (inactive). (7) The result is 0 (inactive). The drug is Oc1c2c(n(CC)c(=O)c1C(=O)Nc1c(cccc1)C(OCC)=O)cccc2. (8) The drug is S(=O)(=O)(N1CCCCC1)c1ccc(cc1)C(=O)Nc1scc(n1)c1sccc1. The result is 1 (active). (9) The compound is Fc1c(C2ONC(=N2)c2c(cccc2)C)ccc(F)c1. The result is 0 (inactive). (10) The drug is O=C(NC(C)C)c1c(c2ccccc2)cccc1. The result is 0 (inactive).